This data is from Peptide-MHC class I binding affinity with 185,985 pairs from IEDB/IMGT. The task is: Regression. Given a peptide amino acid sequence and an MHC pseudo amino acid sequence, predict their binding affinity value. This is MHC class I binding data. (1) The peptide sequence is PTNDIPSLFI. The MHC is HLA-A02:02 with pseudo-sequence HLA-A02:02. The binding affinity (normalized) is 0.140. (2) The peptide sequence is LLDAHIPQLVA. The MHC is HLA-B45:01 with pseudo-sequence HLA-B45:01. The binding affinity (normalized) is 0.